This data is from HIV replication inhibition screening data with 41,000+ compounds from the AIDS Antiviral Screen. The task is: Binary Classification. Given a drug SMILES string, predict its activity (active/inactive) in a high-throughput screening assay against a specified biological target. (1) The drug is CCCCCC(O)C1C(=O)CC(O[Si](C)(C)C(C)(C)C)C1C=CCCOCc1ccccc1. The result is 0 (inactive). (2) The compound is COC(=O)C1C(OC(=O)C(Cl)(c2ccccc2)c2ccccc2)CC2CCC1N2C.Cl. The result is 0 (inactive).